This data is from Full USPTO retrosynthesis dataset with 1.9M reactions from patents (1976-2016). The task is: Predict the reactants needed to synthesize the given product. (1) Given the product [CH2:35]([C:28]1[CH:27]=[C:26]([C:2]2[C:10]3[C:5](=[N:6][CH:7]=[C:8]([C:11]4[CH:12]=[CH:13][CH:14]=[CH:15][CH:16]=4)[CH:9]=3)[NH:4][CH:3]=2)[CH:34]=[CH:33][C:29]=1[C:30]([OH:32])=[O:31])[CH3:36], predict the reactants needed to synthesize it. The reactants are: Br[C:2]1[C:10]2[C:5](=[N:6][CH:7]=[C:8]([C:11]3[CH:16]=[CH:15][CH:14]=[CH:13][CH:12]=3)[CH:9]=2)[N:4](C(OC(C)(C)C)=O)[CH:3]=1.OB(O)[C:26]1[CH:34]=[CH:33][C:29]([C:30]([OH:32])=[O:31])=[C:28]([CH2:35][CH3:36])[CH:27]=1.C(=O)([O-])[O-].[K+].[K+].ClCCl.[N].N1C2C(=CC=CC=2)C=C1. (2) Given the product [CH3:1][N:2]([CH2:4][CH:44]([C:97]1([OH:99])[CH2:98][CH2:93][CH2:94][CH2:95][CH2:96]1)[C:41]1[CH:40]=[CH:39][C:38]([O:37][CH3:30])=[CH:43][CH:42]=1)[CH3:3], predict the reactants needed to synthesize it. The reactants are: [CH3:1][N:2]([CH2:4]CCC1(C2C=CC(F)=CC=2)OCC2C=C(C#N)C=CC1=2)[CH3:3].Br.CNCC[CH:30]([O:37][C:38]1[CH:39]=[CH:40][C:41]([C:44](F)(F)F)=[CH:42][CH:43]=1)C1C=CC=CC=1.Cl.COCCCC/C(/C1C=CC(C(F)(F)F)=CC=1)=N\OCCN.C(/C(O)=O)=C/C(O)=O.C1C([C@H]2[C@H](CO[C:93]3[CH:94]=[CH:95][C:96]4OC[O:99][C:97]=4[CH:98]=3)CNCC2)=CC=C(F)C=1.Cl. (3) Given the product [Br:1][C:2]1[CH:10]=[C:9]2[C:5](=[CH:4][CH:3]=1)[CH2:6][C:7]1([CH2:16][CH2:15][CH:14]([O:17][CH3:18])[CH2:13][CH2:12]1)[C:8]2=[N:26][S:23]([CH2:22][CH2:21][Si:20]([CH3:28])([CH3:27])[CH3:19])(=[O:25])=[O:24], predict the reactants needed to synthesize it. The reactants are: [Br:1][C:2]1[CH:10]=[C:9]2[C:5]([CH2:6][C:7]3([CH2:16][CH2:15][CH:14]([O:17][CH3:18])[CH2:13][CH2:12]3)[C:8]2=O)=[CH:4][CH:3]=1.[CH3:19][Si:20]([CH3:28])([CH3:27])[CH2:21][CH2:22][S:23]([NH2:26])(=[O:25])=[O:24].CCN(CC)CC. (4) Given the product [Cl:36][C:37]1[C:45]2[C:40](=[N:41][C:42]([S:46][CH3:47])=[N:43][CH:44]=2)[N:39]([CH:19]([CH3:18])[CH3:14])[N:38]=1, predict the reactants needed to synthesize it. The reactants are: C1(P([C:14]2[CH:19]=[CH:18]C=CC=2)C2C=CC=CC=2)C=CC=CC=1.N(C(OCC)=O)=NC(OCC)=O.C(O)(C)C.[Cl:36][C:37]1[C:45]2[C:40](=[N:41][C:42]([S:46][CH3:47])=[N:43][CH:44]=2)[NH:39][N:38]=1. (5) Given the product [CH3:34][N:3]1[N:2]=[N:1][C:5]([NH:6][C:7]([C:9]2[S:13][C:12]3[CH:14]=[C:15]([CH3:20])[C:16]([O:18][CH3:19])=[CH:17][C:11]=3[C:10]=2[O:21][C:22]2[CH:23]=[CH:24][C:25]([CH:28]3[CH2:33][CH2:32][CH2:31][CH2:30][CH2:29]3)=[CH:26][CH:27]=2)=[O:8])=[N:4]1, predict the reactants needed to synthesize it. The reactants are: [N:1]1[NH:2][N:3]=[N:4][C:5]=1[NH:6][C:7]([C:9]1[S:13][C:12]2[CH:14]=[C:15]([CH3:20])[C:16]([O:18][CH3:19])=[CH:17][C:11]=2[C:10]=1[O:21][C:22]1[CH:27]=[CH:26][C:25]([CH:28]2[CH2:33][CH2:32][CH2:31][CH2:30][CH2:29]2)=[CH:24][CH:23]=1)=[O:8].[CH:34](N(C(C)C)CC)(C)C.CI. (6) Given the product [C:1]([C:5]1[CH:6]=[C:7]2[C:12](=[CH:13][CH:14]=1)[C:11](=[O:15])[NH:10][C:9](=[O:16])/[C:8]/2=[CH:17]\[NH:21][CH2:22][C:23]1[CH:28]=[CH:27][N:26]([C:29]2[CH:33]=[CH:32][O:31][CH:30]=2)[C:25](=[O:34])[CH:24]=1)([CH3:4])([CH3:3])[CH3:2], predict the reactants needed to synthesize it. The reactants are: [C:1]([C:5]1[CH:6]=[C:7]2[C:12](=[CH:13][CH:14]=1)[C:11](=[O:15])[NH:10][C:9](=[O:16])/[C:8]/2=[CH:17]/OC)([CH3:4])([CH3:3])[CH3:2].Cl.[NH2:21][CH2:22][C:23]1[CH:28]=[CH:27][N:26]([C:29]2[CH:33]=[CH:32][O:31][CH:30]=2)[C:25](=[O:34])[CH:24]=1.C(N(CC)CC)C. (7) Given the product [C:32]([C@H:30]1[CH2:31][C@H:28]([N:18]2[C:17](=[O:38])[C:16]([CH2:15][C:12]3[CH:13]=[CH:14][C:9]([C:4]4[C:3]([C:1]#[N:2])=[CH:8][CH:7]=[CH:6][CH:5]=4)=[CH:10][CH:11]=3)=[C:21]([CH2:22][CH2:23][CH3:24])[N:20]3[N:25]=[CH:26][N:27]=[C:19]23)[CH2:29]1)(=[O:34])[CH3:42], predict the reactants needed to synthesize it. The reactants are: [C:1]([C:3]1[CH:8]=[CH:7][CH:6]=[CH:5][C:4]=1[C:9]1[CH:14]=[CH:13][C:12]([CH2:15][C:16]2[C:17](=[O:38])[N:18]([CH:28]3[CH2:31][CH:30]([C:32]([O:34]CCC)=O)[CH2:29]3)[C:19]3[N:20]([N:25]=[CH:26][N:27]=3)[C:21]=2[CH2:22][CH2:23][CH3:24])=[CH:11][CH:10]=1)#[N:2].[OH-].[Na+].Cl.[CH3:42][Mg]Br.[Cl-].[NH4+].